This data is from Catalyst prediction with 721,799 reactions and 888 catalyst types from USPTO. The task is: Predict which catalyst facilitates the given reaction. Reactant: [CH2:1]([O:8][C:9]1[C:10]([O:24][CH3:25])=[CH:11][C:12]([Br:23])=[C:13]([CH:15]([CH:17]2[CH2:22][CH2:21][CH2:20][CH2:19][CH2:18]2)[OH:16])[CH:14]=1)[C:2]1[CH:7]=[CH:6][CH:5]=[CH:4][CH:3]=1.C(N(CC)CC)C.CS(C)=O.O. Product: [CH2:1]([O:8][C:9]1[C:10]([O:24][CH3:25])=[CH:11][C:12]([Br:23])=[C:13]([C:15]([CH:17]2[CH2:22][CH2:21][CH2:20][CH2:19][CH2:18]2)=[O:16])[CH:14]=1)[C:2]1[CH:3]=[CH:4][CH:5]=[CH:6][CH:7]=1. The catalyst class is: 13.